This data is from Forward reaction prediction with 1.9M reactions from USPTO patents (1976-2016). The task is: Predict the product of the given reaction. (1) Given the reactants [CH3:1][C:2]1[CH:11]=[C:10]([CH2:12][O:13][CH:14]2[CH2:19][CH2:18][N:17]([S:20]([CH3:23])(=[O:22])=[O:21])[CH2:16][CH2:15]2)[C:9]2[C:4](=[CH:5][CH:6]=[CH:7][CH:8]=2)[N:3]=1.[Li+].C[Si]([N-][Si](C)(C)C)(C)C.Br[CH:35]([CH3:39])[C:36]([OH:38])=[O:37].[Cl-].[NH4+], predict the reaction product. The product is: [CH3:39][CH:35]([CH2:23][S:20]([N:17]1[CH2:16][CH2:15][CH:14]([O:13][CH2:12][C:10]2[C:9]3[C:4](=[CH:5][CH:6]=[CH:7][CH:8]=3)[N:3]=[C:2]([CH3:1])[CH:11]=2)[CH2:19][CH2:18]1)(=[O:22])=[O:21])[C:36]([OH:38])=[O:37]. (2) Given the reactants Cl[C:2]1[N:7]=[C:6]([NH:8][C:9]2[N:14]=[CH:13][C:12]3[N:15]=[CH:16][N:17]([CH:18]([CH3:20])[CH3:19])[C:11]=3[CH:10]=2)[CH:5]=[CH:4][N:3]=1.[NH:21]1[CH:25]=[C:24]([NH2:26])[CH:23]=[N:22]1.FC(F)(F)C(O)=O.C(O)(C)(C)C, predict the reaction product. The product is: [CH:18]([N:17]1[C:11]2[CH:10]=[C:9]([NH:8][C:6]3[CH:5]=[CH:4][N:3]=[C:2]([NH:26][C:24]4[CH:25]=[N:21][NH:22][CH:23]=4)[N:7]=3)[N:14]=[CH:13][C:12]=2[N:15]=[CH:16]1)([CH3:20])[CH3:19]. (3) Given the reactants Cl[C:2]1[N:7]=[C:6]([NH:8][C@H:9]([C:11]2[CH:16]=[CH:15][C:14]([F:17])=[CH:13][CH:12]=2)[CH3:10])[CH:5]=[C:4]([O:18][CH2:19][CH:20]2[CH2:22][CH2:21]2)[CH:3]=1.[NH2:23][C:24]1[CH:29]=[N:28][CH:27]=[CH:26][N:25]=1.C1(P(C2CCCCC2)C2C=CC=CC=2C2C(C(C)C)=CC(C(C)C)=CC=2C(C)C)CCCCC1.CC(C)([O-])C.[Na+], predict the reaction product. The product is: [CH:20]1([CH2:19][O:18][C:4]2[CH:3]=[C:2]([NH:23][C:24]3[CH:29]=[N:28][CH:27]=[CH:26][N:25]=3)[N:7]=[C:6]([NH:8][C@H:9]([C:11]3[CH:16]=[CH:15][C:14]([F:17])=[CH:13][CH:12]=3)[CH3:10])[CH:5]=2)[CH2:22][CH2:21]1. (4) Given the reactants [F:1][C:2]1[CH:8]=[C:7](I)[CH:6]=[CH:5][C:3]=1[NH2:4].[O:10]1[CH2:15][CH:14]=[C:13](B2OC(C)(C)C(C)(C)O2)[CH2:12][CH2:11]1.CC(C1C=C(C(C)C)C(C2C=CC=CC=2P(C2CCCCC2)C2CCCCC2)=C(C(C)C)C=1)C.C(=O)([O-])[O-].[Cs+].[Cs+], predict the reaction product. The product is: [O:10]1[CH2:11][CH:12]=[C:13]([C:7]2[CH:6]=[CH:5][C:3]([NH2:4])=[C:2]([F:1])[CH:8]=2)[CH2:14][CH2:15]1. (5) Given the reactants [CH2:1]([O:8][C:9]1[CH:14]=[CH:13][C:12]([NH:15][C:16]2[C:25]3[C:20](=[CH:21][CH:22]=[C:23](Br)[CH:24]=3)[N:19]=[CH:18][N:17]=2)=[CH:11][CH:10]=1)[C:2]1[CH:7]=[CH:6][CH:5]=[CH:4][CH:3]=1.C([Sn](CCCC)(CCCC)[C:32]1[O:36][CH2:35][CH2:34][CH:33]=1)CCC, predict the reaction product. The product is: [CH2:1]([O:8][C:9]1[CH:14]=[CH:13][C:12]([NH:15][C:16]2[C:25]3[C:20](=[CH:21][CH:22]=[C:23]([C:35]4[O:36][CH2:32][CH2:33][CH:34]=4)[CH:24]=3)[N:19]=[CH:18][N:17]=2)=[CH:11][CH:10]=1)[C:2]1[CH:7]=[CH:6][CH:5]=[CH:4][CH:3]=1.